From a dataset of Catalyst prediction with 721,799 reactions and 888 catalyst types from USPTO. Predict which catalyst facilitates the given reaction. (1) Reactant: [C:1]([OH:8])(=[O:7])/[CH:2]=[CH:3]\[C:4]([OH:6])=[O:5].[P:9]([O-:45])([OH:44])([O:11][CH2:12][N+:13]1[C:17]([CH3:18])=[CH:16][N:15]([C:19]2[CH:24]=[CH:23][C:22](/[CH:25]=[C:26]3/[C:27](=[O:41])[N:28]([C@H:32]([C:34]4[CH:39]=[CH:38][C:37]([F:40])=[CH:36][CH:35]=4)[CH3:33])[CH2:29][CH2:30][CH2:31]/3)=[CH:21][C:20]=2[O:42][CH3:43])[CH:14]=1)=[O:10]. Product: [C:1]([O-:8])(=[O:7])/[CH:2]=[CH:3]\[C:4]([OH:6])=[O:5].[P:9]([OH:44])([OH:45])([O:11][CH2:12][N+:13]1[C:17]([CH3:18])=[CH:16][N:15]([C:19]2[CH:24]=[CH:23][C:22](/[CH:25]=[C:26]3/[C:27](=[O:41])[N:28]([C@H:32]([C:34]4[CH:35]=[CH:36][C:37]([F:40])=[CH:38][CH:39]=4)[CH3:33])[CH2:29][CH2:30][CH2:31]/3)=[CH:21][C:20]=2[O:42][CH3:43])[CH:14]=1)=[O:10]. The catalyst class is: 5. (2) Reactant: [F:1][C:2]([F:13])([F:12])[C:3]1[CH:11]=[CH:10][C:6]([C:7](Cl)=[O:8])=[CH:5][CH:4]=1.Br.Br[CH2:16][CH2:17][NH2:18].C(N(CC)CC)C. Product: [F:1][C:2]([F:13])([F:12])[C:3]1[CH:11]=[CH:10][C:6]([C:7]2[O:8][CH2:16][CH2:17][N:18]=2)=[CH:5][CH:4]=1. The catalyst class is: 2. (3) Reactant: CC(C)([O-])C.[Na+].C1C=CC(P(C2C(C3C(P(C4C=CC=CC=4)C4C=CC=CC=4)=CC=C4C=3C=CC=C4)=C3C(C=CC=C3)=CC=2)C2C=CC=CC=2)=CC=1.Cl[C:54]1[CH:55]=[CH:56][CH:57]=[C:58]2[C:63]=1[N:62]=[CH:61][N:60]([C:64]1[CH:65]=[C:66]([NH:71][C:72](=[O:84])[C:73]3[CH:78]=[CH:77][CH:76]=[C:75]([C:79]([C:82]#[N:83])([CH3:81])[CH3:80])[CH:74]=3)[CH:67]=[CH:68][C:69]=1[CH3:70])[C:59]2=[O:85].[NH2:86][CH2:87][C:88]([NH:90][CH3:91])=[O:89].Cl. Product: [C:82]([C:79]([C:75]1[CH:74]=[C:73]([CH:78]=[CH:77][CH:76]=1)[C:72]([NH:71][C:66]1[CH:67]=[CH:68][C:69]([CH3:70])=[C:64]([N:60]2[C:59](=[O:85])[C:58]3[C:63](=[C:54]([NH:86][CH2:87][C:88](=[O:89])[NH:90][CH3:91])[CH:55]=[CH:56][CH:57]=3)[N:62]=[CH:61]2)[CH:65]=1)=[O:84])([CH3:80])[CH3:81])#[N:83]. The catalyst class is: 110.